From a dataset of Full USPTO retrosynthesis dataset with 1.9M reactions from patents (1976-2016). Predict the reactants needed to synthesize the given product. Given the product [Cl:8][C:9]1[CH:10]=[C:11]2[C:15](=[CH:16][CH:17]=1)[NH:14][CH:13]=[C:12]2[CH2:18][NH:19][C:26](=[O:27])[C:25]1[CH:29]=[CH:30][C:22]([CH2:21][Cl:20])=[CH:23][CH:24]=1, predict the reactants needed to synthesize it. The reactants are: C(N(CC)CC)C.[Cl:8][C:9]1[CH:10]=[C:11]2[C:15](=[CH:16][CH:17]=1)[NH:14][CH:13]=[C:12]2[CH2:18][NH2:19].[Cl:20][CH2:21][C:22]1[CH:30]=[CH:29][C:25]([C:26](Cl)=[O:27])=[CH:24][CH:23]=1.